From a dataset of Forward reaction prediction with 1.9M reactions from USPTO patents (1976-2016). Predict the product of the given reaction. (1) Given the reactants [C:1]([C:5]1[CH:9]=[C:8]([NH:10][C:11]([NH:13][C:14]2[CH:19]=[CH:18][CH:17]=[C:16]([Cl:20])[C:15]=2[Cl:21])=[O:12])[N:7]([C:22]2[CH:31]=[C:30]3[C:25]([CH2:26][CH2:27][NH:28][C:29]3=O)=[CH:24][CH:23]=2)[N:6]=1)([CH3:4])([CH3:3])[CH3:2].[H-].[H-].[H-].[H-].[Li+].[Al+3], predict the reaction product. The product is: [C:1]([C:5]1[CH:9]=[C:8]([NH:10][C:11]([NH:13][C:14]2[CH:19]=[CH:18][CH:17]=[C:16]([Cl:20])[C:15]=2[Cl:21])=[O:12])[N:7]([C:22]2[CH:31]=[C:30]3[C:25]([CH2:26][CH2:27][NH:28][CH2:29]3)=[CH:24][CH:23]=2)[N:6]=1)([CH3:4])([CH3:2])[CH3:3]. (2) Given the reactants [CH2:1]([O:3][C:4](=[O:27])[CH2:5][O:6][C:7]1[CH:16]=[CH:15][C:14]2[C:9](=[CH:10][CH:11]=[C:12]([C:17]3[S:21][C:20]4[CH:22]=[CH:23][CH:24]=[CH:25][C:19]=4[CH:18]=3)[CH:13]=2)[C:8]=1[Cl:26])[CH3:2].[C:28](Cl)(=[O:33])[CH2:29][CH2:30][CH2:31][CH3:32].[Sn](Cl)(Cl)(Cl)Cl, predict the reaction product. The product is: [CH2:1]([O:3][C:4](=[O:27])[CH2:5][O:6][C:7]1[CH:16]=[CH:15][C:14]2[C:9](=[CH:10][CH:11]=[C:12]([C:17]3[S:21][C:20]4[CH:22]=[CH:23][CH:24]=[CH:25][C:19]=4[C:18]=3[C:28](=[O:33])[CH2:29][CH2:30][CH2:31][CH3:32])[CH:13]=2)[C:8]=1[Cl:26])[CH3:2]. (3) Given the reactants [Cl:1][C:2]1[C:3]2[C:10]([I:11])=[CH:9][NH:8][C:4]=2[N:5]=[CH:6][N:7]=1.[H-].[Na+].[C:14]1([S:20](Cl)(=[O:22])=[O:21])[CH:19]=[CH:18][CH:17]=[CH:16][CH:15]=1, predict the reaction product. The product is: [C:14]1([S:20]([N:8]2[C:4]3[N:5]=[CH:6][N:7]=[C:2]([Cl:1])[C:3]=3[C:10]([I:11])=[CH:9]2)(=[O:22])=[O:21])[CH:19]=[CH:18][CH:17]=[CH:16][CH:15]=1.